Task: Predict the product of the given reaction.. Dataset: Forward reaction prediction with 1.9M reactions from USPTO patents (1976-2016) (1) Given the reactants Cl.Cl.Cl.[Cl:4][C:5]1[CH:6]=[N:7][C:8]2[NH:9][C:10]3[CH:11]=[N:12][CH:13]=[C:14]([CH:27]=3)[CH2:15][CH2:16][C:17]3[CH:25]=[C:21]([NH:22][C:23]=1[N:24]=2)[CH:20]=[CH:19][C:18]=3[NH2:26].[C:28](Cl)(=[O:36])[O:29][C:30]1[CH:35]=[CH:34][CH:33]=[CH:32][CH:31]=1, predict the reaction product. The product is: [Cl:4][C:5]1[CH:6]=[N:7][C:8]2[NH:9][C:10]3[CH:11]=[N:12][CH:13]=[C:14]([CH:27]=3)[CH2:15][CH2:16][C:17]3[CH:25]=[C:21]([NH:22][C:23]=1[N:24]=2)[CH:20]=[CH:19][C:18]=3[NH:26][C:28](=[O:36])[O:29][C:30]1[CH:35]=[CH:34][CH:33]=[CH:32][CH:31]=1. (2) Given the reactants [CH:1]1([NH:5][C:6]([C@@H:8]2[CH2:12][CH2:11][CH2:10][N:9]2[C:13](=[O:34])[CH2:14][O:15][C:16]2[N:20]([C:21]3[CH:26]=[CH:25][CH:24]=[CH:23][CH:22]=3)[N:19]=[C:18]([C:27]([NH:29][CH2:30][C:31](O)=[O:32])=[O:28])[CH:17]=2)=[O:7])[CH2:4][CH2:3][CH2:2]1.CCN(C(C)C)C(C)C.CN(C(ON1N=NC2C=CC=NC1=2)=[N+](C)C)C.F[P-](F)(F)(F)(F)F.[CH2:68]([O:70][C:71]([N:73]1[CH2:78][CH2:77][NH:76][CH2:75][CH2:74]1)=[O:72])[CH3:69], predict the reaction product. The product is: [CH2:68]([O:70][C:71]([N:73]1[CH2:74][CH2:75][N:76]([C:31](=[O:32])[CH2:30][NH:29][C:27]([C:18]2[CH:17]=[C:16]([O:15][CH2:14][C:13]([N:9]3[CH2:10][CH2:11][CH2:12][C@H:8]3[C:6](=[O:7])[NH:5][CH:1]3[CH2:2][CH2:3][CH2:4]3)=[O:34])[N:20]([C:21]3[CH:26]=[CH:25][CH:24]=[CH:23][CH:22]=3)[N:19]=2)=[O:28])[CH2:77][CH2:78]1)=[O:72])[CH3:69].